This data is from Forward reaction prediction with 1.9M reactions from USPTO patents (1976-2016). The task is: Predict the product of the given reaction. (1) Given the reactants [F:1][C:2]1[CH:7]=[C:6]([C:8]2[O:12][N:11]=[C:10]([CH3:13])[N:9]=2)[CH:5]=[CH:4][C:3]=1[N:14]1[CH2:19][CH2:18][NH:17][CH2:16][CH2:15]1.C([O-])([O-])=O.[K+].[K+].[CH2:26]([O:28][C:29](=[O:38])[CH:30](Br)[C:31]1[CH:36]=[CH:35][CH:34]=[CH:33][CH:32]=1)[CH3:27], predict the reaction product. The product is: [CH2:26]([O:28][C:29](=[O:38])[CH:30]([N:17]1[CH2:16][CH2:15][N:14]([C:3]2[CH:4]=[CH:5][C:6]([C:8]3[O:12][N:11]=[C:10]([CH3:13])[N:9]=3)=[CH:7][C:2]=2[F:1])[CH2:19][CH2:18]1)[C:31]1[CH:36]=[CH:35][CH:34]=[CH:33][CH:32]=1)[CH3:27]. (2) Given the reactants P(Cl)(Cl)(Cl)=O.[Br:6][C:7]1[CH:8]=[C:9]2[C:13](=[CH:14][CH:15]=1)[N:12]([C:16]1[CH:21]=[CH:20][C:19]([O:22]COC)=[CH:18][CH:17]=1)[C:11]([CH3:26])=[CH:10]2.CN(C)[CH:29]=[O:30], predict the reaction product. The product is: [Br:6][C:7]1[CH:8]=[C:9]2[C:13](=[CH:14][CH:15]=1)[N:12]([C:16]1[CH:21]=[CH:20][C:19]([OH:22])=[CH:18][CH:17]=1)[C:11]([CH3:26])=[C:10]2[CH:29]=[O:30]. (3) The product is: [ClH:2].[Cl:2][C:3]1[CH:4]=[CH:5][C:6]([O:20][CH2:21][CH:22]([CH3:23])[CH3:27])=[C:7]([CH2:9][C:10]2[S:11][CH:12]=[C:13]([C:15](=[NH:19])[O:16][CH2:17][CH3:18])[N:14]=2)[CH:8]=1. Given the reactants Cl.[Cl:2][C:3]1[CH:4]=[CH:5][C:6]([O:20][CH2:21][C:22]2[CH:27]=CC=C[CH:23]=2)=[C:7]([CH2:9][C:10]2[S:11][CH:12]=[C:13]([C:15](=[NH:19])[O:16][CH2:17][CH3:18])[N:14]=2)[CH:8]=1.ClC1C=CC(OCC(C)C)=C(CC2SC=C(C#N)N=2)C=1, predict the reaction product. (4) Given the reactants C[O:2][C:3]1[C:11]2[O:10][C:9]([NH:12][CH:13]3[CH2:18][CH2:17][NH:16][CH2:15][CH2:14]3)=[N:8][C:7]=2[CH:6]=[CH:5][CH:4]=1.[BrH:19], predict the reaction product. The product is: [BrH:19].[NH:16]1[CH2:15][CH2:14][CH:13]([NH:12][C:9]2[O:10][C:11]3[C:3]([OH:2])=[CH:4][CH:5]=[CH:6][C:7]=3[N:8]=2)[CH2:18][CH2:17]1.